This data is from Reaction yield outcomes from USPTO patents with 853,638 reactions. The task is: Predict the reaction yield, written as a fraction of the theoretical maximum amount of product (1.0 means a 100% yield; for example, 0.34 means a 34% yield). The reactants are [Cl-].O[NH3+:3].[C:4](=[O:7])([O-])[OH:5].[Na+].CS(C)=O.[CH2:13]([C:17]1[N:18]=[C:19]([CH3:49])[N:20]([C:39]2[CH:40]=[CH:41][C:42]3[O:46][CH:45]([CH3:47])[CH2:44][C:43]=3[CH:48]=2)[C:21](=[O:38])[C:22]=1[CH2:23][C:24]1[CH:29]=[CH:28][C:27]([C:30]2[C:31]([C:36]#[N:37])=[CH:32][CH:33]=[CH:34][CH:35]=2)=[CH:26][CH:25]=1)[CH2:14][CH2:15][CH3:16]. The catalyst is O.C(OCC)(=O)C. The product is [CH2:13]([C:17]1[N:18]=[C:19]([CH3:49])[N:20]([C:39]2[CH:40]=[CH:41][C:42]3[O:46][CH:45]([CH3:47])[CH2:44][C:43]=3[CH:48]=2)[C:21](=[O:38])[C:22]=1[CH2:23][C:24]1[CH:25]=[CH:26][C:27]([C:30]2[CH:35]=[CH:34][CH:33]=[CH:32][C:31]=2[C:36]2[NH:3][C:4](=[O:7])[O:5][N:37]=2)=[CH:28][CH:29]=1)[CH2:14][CH2:15][CH3:16]. The yield is 0.730.